This data is from Full USPTO retrosynthesis dataset with 1.9M reactions from patents (1976-2016). The task is: Predict the reactants needed to synthesize the given product. (1) Given the product [CH:23]1([N:20]2[C:18]3[N:19]=[C:14]([C@H:10]4[C@H:11]([CH3:13])[CH2:12][NH:8][CH2:9]4)[NH:15][C:16](=[O:28])[C:17]=3[CH:22]=[N:21]2)[CH2:27][CH2:26][CH2:25][CH2:24]1.[ClH:29], predict the reactants needed to synthesize it. The reactants are: C([N:8]1[CH2:12][C@@H:11]([CH3:13])[C@H:10]([C:14]2[NH:15][C:16](=[O:28])[C:17]3[CH:22]=[N:21][N:20]([CH:23]4[CH2:27][CH2:26][CH2:25][CH2:24]4)[C:18]=3[N:19]=2)[CH2:9]1)C1C=CC=CC=1.[ClH:29]. (2) Given the product [C:28]1([C:19]2[CH:20]=[CH:21][CH:22]=[CH:23][CH:24]=2)[CH:29]=[CH:30][C:31]([C:6]([N:8]2[CH2:12][C:11](=[N:13][O:14][CH3:15])[CH2:10][C@H:9]2[C:16]([NH:34][C@H:35]2[CH2:40][CH2:39][CH2:38][CH2:37][C@@H:36]2[OH:41])=[O:18])=[O:7])=[CH:32][CH:33]=1, predict the reactants needed to synthesize it. The reactants are: C(O[C:6]([N:8]1[CH2:12][C:11](=[N:13][O:14][CH3:15])[CH2:10][C@H:9]1[C:16]([OH:18])=O)=[O:7])(C)(C)C.[C:19]1([C:28]2[CH:33]=[CH:32][CH:31]=[CH:30][CH:29]=2)[CH:24]=[CH:23][C:22](C(Cl)=O)=[CH:21][CH:20]=1.[NH2:34][C@H:35]1[CH2:40][CH2:39][CH2:38][CH2:37][C@@H:36]1[OH:41]. (3) Given the product [F:23][C:24]1[CH:32]=[CH:31][CH:30]=[C:29]([I:33])[C:25]=1[CH2:26][C:37]([O:36][CH2:35][CH3:34])=[O:38], predict the reactants needed to synthesize it. The reactants are: [Si](C=[N+]=[N-])(C)(C)C.C1COCC1.CC#N.CCN(CC)CC.[F:23][C:24]1[CH:32]=[CH:31][CH:30]=[C:29]([I:33])[C:25]=1[C:26](Cl)=O.[CH3:34][CH2:35][O:36][C:37](C)=[O:38]. (4) The reactants are: [NH2:1][CH2:2][C:3]([CH3:7])([CH3:6])[CH2:4][OH:5].CN(C1C=CC=CN=1)C.C(N(CC)CC)C.[Si:24](Cl)([C:37]([CH3:40])([CH3:39])[CH3:38])([C:31]1[CH:36]=[CH:35][CH:34]=[CH:33][CH:32]=1)[C:25]1[CH:30]=[CH:29][CH:28]=[CH:27][CH:26]=1. Given the product [O:5]([CH2:4][C:3]([CH3:7])([CH3:6])[CH2:2][NH2:1])[Si:24]([C:37]([CH3:40])([CH3:39])[CH3:38])([C:31]1[CH:32]=[CH:33][CH:34]=[CH:35][CH:36]=1)[C:25]1[CH:30]=[CH:29][CH:28]=[CH:27][CH:26]=1, predict the reactants needed to synthesize it. (5) Given the product [F:1][C:2]1[CH:25]=[CH:24][CH:23]=[C:22]([F:26])[C:3]=1[C:4]([NH:6][C:7]1[S:8][C:9]([C:36]2[CH:37]=[C:32]([C:28]3[O:27][CH:31]=[CH:30][N:29]=3)[CH:33]=[CH:34][C:35]=2[CH3:41])=[CH:10][CH:11]=1)=[O:5], predict the reactants needed to synthesize it. The reactants are: [F:1][C:2]1[CH:25]=[CH:24][CH:23]=[C:22]([F:26])[C:3]=1[C:4]([NH:6][C:7]1[S:8][C:9](C2C=CC=C(C(F)(F)F)C=2)=[CH:10][CH:11]=1)=[O:5].[O:27]1[CH:31]=[CH:30][N:29]=[C:28]1[C:32]1[CH:33]=[CH:34][C:35]([CH3:41])=[C:36](B(O)O)[CH:37]=1. (6) The reactants are: [C:1](Cl)(=[O:9])[O:2][C:3]1[CH:8]=[CH:7][CH:6]=[CH:5][CH:4]=1.[F:11][C:12]([F:36])([F:35])[C:13]([N:15]([CH2:25][C:26]1([CH2:32][O:33][CH3:34])[CH2:31][CH2:30][NH:29][CH2:28][CH2:27]1)[C@@H:16]1[CH2:18][C@H:17]1[C:19]1[CH:24]=[CH:23][CH:22]=[CH:21][CH:20]=1)=[O:14].C(N(CC)CC)C. Given the product [CH3:34][O:33][CH2:32][C:26]1([CH2:25][N:15]([C@@H:16]2[CH2:18][C@H:17]2[C:19]2[CH:24]=[CH:23][CH:22]=[CH:21][CH:20]=2)[C:13](=[O:14])[C:12]([F:36])([F:11])[F:35])[CH2:27][CH2:28][N:29]([C:1]([O:2][C:3]2[CH:8]=[CH:7][CH:6]=[CH:5][CH:4]=2)=[O:9])[CH2:30][CH2:31]1, predict the reactants needed to synthesize it. (7) Given the product [I:21][C:7]1[CH:6]=[C:5]2[C:10](=[CH:9][CH:8]=1)[N:2]([CH3:1])[N:3]=[CH:4]2, predict the reactants needed to synthesize it. The reactants are: [CH3:1][N:2]1[C:10]2[C:5](=[CH:6][C:7](N)=[CH:8][CH:9]=2)[CH:4]=[N:3]1.S(=O)(=O)(O)O.N([O-])=O.[Na+].[I-:21].[Na+].[OH-].[Na+]. (8) Given the product [C:12]1([CH:10]([NH2:11])[C:6]2([N:1]3[CH2:5][CH2:4][CH2:3][CH2:2]3)[CH2:7][CH2:8][CH2:9]2)[CH:17]=[CH:16][CH:15]=[CH:14][CH:13]=1, predict the reactants needed to synthesize it. The reactants are: [N:1]1([C:6]2([C:10]#[N:11])[CH2:9][CH2:8][CH2:7]2)[CH2:5][CH2:4][CH2:3][CH2:2]1.[C:12]1([Li])[CH:17]=[CH:16][CH:15]=[CH:14][CH:13]=1.